Dataset: Forward reaction prediction with 1.9M reactions from USPTO patents (1976-2016). Task: Predict the product of the given reaction. (1) Given the reactants [Mg].Br[C:3]1[CH:8]=[CH:7][C:6]([O:9][CH2:10][CH3:11])=[C:5]([F:12])[C:4]=1[Cl:13].[CH2:14]([C@H:17]1[CH2:22][CH2:21][C@H:20]([CH2:23][CH2:24][CH:25]2[CH2:30][CH2:29][C:28](=[O:31])[CH2:27][CH2:26]2)[CH2:19][CH2:18]1)[CH2:15][CH3:16].Cl, predict the reaction product. The product is: [Cl:13][C:4]1[C:5]([F:12])=[C:6]([O:9][CH2:10][CH3:11])[CH:7]=[CH:8][C:3]=1[C:28]1([OH:31])[CH2:27][CH2:26][CH:25]([CH2:24][CH2:23][C@H:20]2[CH2:19][CH2:18][C@H:17]([CH2:14][CH2:15][CH3:16])[CH2:22][CH2:21]2)[CH2:30][CH2:29]1. (2) Given the reactants [S:1]1[CH:5]=[CH:4][CH:3]=[C:2]1[C:6]1[NH:14][C:9]2=[N:10][CH:11]=[CH:12][CH:13]=[C:8]2[CH:7]=1.C1C=C(Cl)C=C(C(OO)=[O:23])C=1, predict the reaction product. The product is: [S:1]1[CH:5]=[CH:4][CH:3]=[C:2]1[C:6]1[NH:14][C:9]2=[N+:10]([O-:23])[CH:11]=[CH:12][CH:13]=[C:8]2[CH:7]=1. (3) Given the reactants [CH3:1][N:2]1[C:11]2[C:6](=[CH:7][C:8]([C:12]#[C:13][CH2:14][C:15]3[CH:20]=[CH:19][CH:18]=[CH:17][CH:16]=3)=[CH:9][CH:10]=2)[C:5](=[O:21])[N:4]([CH2:22][C:23]2[CH:31]=[CH:30][C:26]([C:27]([OH:29])=[O:28])=[CH:25][CH:24]=2)[C:3]1=[O:32].CCN=C=NC[CH2:39][CH2:40][N:41]([CH3:43])[CH3:42].Cl.C1C=CC2N(O)N=NC=2C=1.C(CN)O, predict the reaction product. The product is: [CH3:1][N:2]1[C:11]2[C:6](=[CH:7][C:8]([C:12]#[C:13][CH2:14][C:15]3[CH:20]=[CH:19][CH:18]=[CH:17][CH:16]=3)=[CH:9][CH:10]=2)[C:5](=[O:21])[N:4]([CH2:22][C:23]2[CH:31]=[CH:30][C:26]([C:27]([O:29][CH2:39][CH2:40][N:41]([CH3:43])[CH3:42])=[O:28])=[CH:25][CH:24]=2)[C:3]1=[O:32]. (4) Given the reactants [Br:1][C:2]1[CH:7]=[CH:6][C:5](I)=[CH:4][CH:3]=1.CN(C=O)C.C(N(CC)CC)C.[CH2:21]([O:23][SiH:24]([O:28][CH2:29][CH3:30])[O:25][CH2:26][CH3:27])[CH3:22], predict the reaction product. The product is: [Br:1][C:2]1[CH:7]=[CH:6][C:5]([Si:24]([O:28][CH2:29][CH3:30])([O:25][CH2:26][CH3:27])[O:23][CH2:21][CH3:22])=[CH:4][CH:3]=1. (5) Given the reactants [I:1][C:2]1[CH:3]=[C:4]([CH:8]=[N:9][C:10]([O:12][Si](C)(C)C)=[CH2:11])[CH:5]=[CH:6][CH:7]=1.C(OC([N:24]1[C:32]2[C:27](=[CH:28][CH:29]=[C:30]([Cl:33])[CH:31]=2)/[C:26](=[CH:34]/[C:35]2[CH:40]=[CH:39][CH:38]=[C:37]([Cl:41])[CH:36]=2)/[C:25]1=[O:42])=O)(C)(C)C, predict the reaction product. The product is: [Cl:33][C:30]1[CH:31]=[C:32]2[NH:24][C:25](=[O:42])[C:26]3([CH:34]([C:35]4[CH:40]=[CH:39][CH:38]=[C:37]([Cl:41])[CH:36]=4)[CH2:12][C:10](=[O:11])[NH:9][CH:8]3[C:4]3[CH:5]=[CH:6][CH:7]=[C:2]([I:1])[CH:3]=3)[C:27]2=[CH:28][CH:29]=1.